From a dataset of Full USPTO retrosynthesis dataset with 1.9M reactions from patents (1976-2016). Predict the reactants needed to synthesize the given product. (1) The reactants are: CS(O[CH2:6][CH2:7][CH2:8][C:9]#[CH:10])(=O)=O.[C:11]1([N:17]2[CH2:22][CH2:21][NH:20][CH2:19][CH2:18]2)[CH:16]=[CH:15][CH:14]=[CH:13][CH:12]=1.C(N(C(C)C)CC)(C)C. Given the product [CH2:6]([N:20]1[CH2:21][CH2:22][N:17]([C:11]2[CH:16]=[CH:15][CH:14]=[CH:13][CH:12]=2)[CH2:18][CH2:19]1)[CH2:7][CH2:8][C:9]#[CH:10], predict the reactants needed to synthesize it. (2) Given the product [Cl:1][C:2]1[CH:28]=[C:27]([Cl:29])[CH:26]=[CH:25][C:3]=1[CH2:4][N:5]1[C:9]2[CH:10]=[C:11]([C:31]3[CH:39]=[CH:38][C:34]([C:35]([OH:37])=[O:36])=[CH:33][N:32]=3)[CH:12]=[C:13]([CH3:14])[C:8]=2[N:7]=[C:6]1[CH3:24], predict the reactants needed to synthesize it. The reactants are: [Cl:1][C:2]1[CH:28]=[C:27]([Cl:29])[CH:26]=[CH:25][C:3]=1[CH2:4][N:5]1[C:9]2[CH:10]=[C:11](B3OC(C)(C)C(C)(C)O3)[CH:12]=[C:13]([CH3:14])[C:8]=2[N:7]=[C:6]1[CH3:24].Cl[C:31]1[CH:39]=[CH:38][C:34]([C:35]([OH:37])=[O:36])=[CH:33][N:32]=1. (3) Given the product [F:1][C:2]1[CH:3]=[C:4]([CH:16]=[CH:17][CH:18]=1)[CH2:5][NH:6][C:7]1[N:15]=[CH:14][CH:13]=[CH:12][C:8]=1[C:9]([NH:45][C:41]([CH3:42])([C:43]#[CH:44])[CH3:40])=[O:11], predict the reactants needed to synthesize it. The reactants are: [F:1][C:2]1[CH:3]=[C:4]([CH:16]=[CH:17][CH:18]=1)[CH2:5][NH:6][C:7]1[N:15]=[CH:14][CH:13]=[CH:12][C:8]=1[C:9]([OH:11])=O.CCN=C=NCCCN(C)C.C1C=CC2N(O)N=NC=2C=1.[CH3:40][C:41]([NH2:45])([C:43]#[CH:44])[CH3:42]. (4) Given the product [C:1]([OH:9])(=[O:8])[C:2]1[CH:7]=[CH:6][CH:5]=[CH:4][CH:3]=1, predict the reactants needed to synthesize it. The reactants are: [C:1]([O-:9])(=[O:8])[C:2]1[CH:7]=[CH:6][CH:5]=[CH:4][CH:3]=1.[OH-].[Na+].Cl. (5) The reactants are: [C:1]1([C:7]2[CH:15]=[CH:14][C:10]([C:11](O)=[O:12])=[CH:9][CH:8]=2)[CH:6]=[CH:5][CH:4]=[CH:3][CH:2]=1.C(Cl)(=O)C(Cl)=O.[OH-].[NH4+:23]. Given the product [C:1]1([C:7]2[CH:15]=[CH:14][C:10]([C:11]([NH2:23])=[O:12])=[CH:9][CH:8]=2)[CH:6]=[CH:5][CH:4]=[CH:3][CH:2]=1, predict the reactants needed to synthesize it. (6) Given the product [Cl:1][C:2]1[CH:3]=[C:4]([N:9]([C:10]2[C:19]3[C:14](=[CH:15][C:16]([O:23][CH2:24][CH2:25][CH2:26][N:27]4[CH2:28][CH2:29][O:30][CH2:31][CH2:32]4)=[C:17]([N+:20]([O-:22])=[O:21])[CH:18]=3)[N:13]=[CH:12][N:11]=2)[C:33](=[O:35])[CH3:34])[CH:5]=[CH:6][C:7]=1[F:8], predict the reactants needed to synthesize it. The reactants are: [Cl:1][C:2]1[CH:3]=[C:4]([NH:9][C:10]2[C:19]3[C:14](=[CH:15][C:16]([O:23][CH2:24][CH2:25][CH2:26][N:27]4[CH2:32][CH2:31][O:30][CH2:29][CH2:28]4)=[C:17]([N+:20]([O-:22])=[O:21])[CH:18]=3)[N:13]=[CH:12][N:11]=2)[CH:5]=[CH:6][C:7]=1[F:8].[C:33](OC(=O)C)(=[O:35])[CH3:34]. (7) Given the product [CH3:1][N:2]1[CH:6]=[C:5]([C:7]2[CH:8]=[C:9]([C:13]3([C:19]#[N:20])[CH2:18][CH2:17][N:16]([C:22]4[N:30]=[CH:29][N:28]=[C:27]5[C:23]=4[N:24]=[CH:25][N:26]5[CH:31]4[CH2:36][CH2:35][CH2:34][CH2:33][O:32]4)[CH2:15][CH2:14]3)[CH:10]=[CH:11][CH:12]=2)[CH:4]=[N:3]1, predict the reactants needed to synthesize it. The reactants are: [CH3:1][N:2]1[CH:6]=[C:5]([C:7]2[CH:8]=[C:9]([C:13]3([C:19]#[N:20])[CH2:18][CH2:17][NH:16][CH2:15][CH2:14]3)[CH:10]=[CH:11][CH:12]=2)[CH:4]=[N:3]1.Cl[C:22]1[N:30]=[CH:29][N:28]=[C:27]2[C:23]=1[N:24]=[CH:25][N:26]2[CH:31]1[CH2:36][CH2:35][CH2:34][CH2:33][O:32]1.C(N(CC)CC)C. (8) Given the product [Cl:1][C:2]1[CH:10]=[N:9][CH:8]=[CH:7][C:3]=1[C:4]([NH:16][C:17]1[C:18]([OH:27])=[N:19][CH:20]=[C:21]([C:23]([F:26])([F:24])[F:25])[CH:22]=1)=[O:5], predict the reactants needed to synthesize it. The reactants are: [Cl:1][C:2]1[CH:10]=[N:9][CH:8]=[CH:7][C:3]=1[C:4](Cl)=[O:5].CN(C=O)C.[NH2:16][C:17]1[C:18]([OH:27])=[N:19][CH:20]=[C:21]([C:23]([F:26])([F:25])[F:24])[CH:22]=1.C(N(CC)CC)C.